This data is from Forward reaction prediction with 1.9M reactions from USPTO patents (1976-2016). The task is: Predict the product of the given reaction. (1) Given the reactants [C:1](Cl)(=[O:3])[CH3:2].[Cl:5][C:6]1[CH:7]=[CH:8][C:9]2[N:15]([CH2:16][C:17]([CH3:21])([CH3:20])[CH2:18][OH:19])[C:14](=[O:22])[C@@H:13]([CH2:23][C:24]([C:26]3[CH:31]=[CH:30][C:29]([CH2:32][CH2:33][C:34]([O:36][CH2:37][CH3:38])=[O:35])=[CH:28][CH:27]=3)=[O:25])[O:12][C@H:11]([C:39]3[CH:44]=[CH:43][CH:42]=[C:41]([O:45][CH3:46])[C:40]=3[O:47][CH3:48])[C:10]=2[CH:49]=1.O, predict the reaction product. The product is: [C:1]([O:19][CH2:18][C:17]([CH3:21])([CH3:20])[CH2:16][N:15]1[C:9]2[CH:8]=[CH:7][C:6]([Cl:5])=[CH:49][C:10]=2[C@@H:11]([C:39]2[CH:44]=[CH:43][CH:42]=[C:41]([O:45][CH3:46])[C:40]=2[O:47][CH3:48])[O:12][C@H:13]([CH2:23][C:24]([C:26]2[CH:31]=[CH:30][C:29]([CH2:32][CH2:33][C:34]([O:36][CH2:37][CH3:38])=[O:35])=[CH:28][CH:27]=2)=[O:25])[C:14]1=[O:22])(=[O:3])[CH3:2]. (2) Given the reactants [CH:1]([N:4]1[C:8]([C:9]2[N:18]=[C:17]3[N:11]([CH2:12][CH2:13][O:14][C:15]4[CH:22]=[C:21]([C:23]5[CH2:28][CH2:27][NH:26][CH2:25][C:24]=5[C:29]([NH2:31])=[O:30])[CH:20]=[CH:19][C:16]=43)[CH:10]=2)=[N:7][CH:6]=[N:5]1)([CH3:3])[CH3:2].C=O.[C:34](O[BH-](OC(=O)C)OC(=O)C)(=O)C.[Na+].C(O)(=O)C.C(=O)([O-])O.[Na+], predict the reaction product. The product is: [CH:1]([N:4]1[C:8]([C:9]2[N:18]=[C:17]3[C:16]4[CH:19]=[CH:20][C:21]([C:23]5[CH2:28][CH2:27][N:26]([CH3:34])[CH2:25][C:24]=5[C:29]([NH2:31])=[O:30])=[CH:22][C:15]=4[O:14][CH2:13][CH2:12][N:11]3[CH:10]=2)=[N:7][CH:6]=[N:5]1)([CH3:3])[CH3:2]. (3) Given the reactants C([N:18]1[CH2:25][CH2:24][CH2:23][C@H:19]1[C:20](O)=[O:21])(OCC1C2C(=CC=CC=2)C2C1=CC=CC=2)=O.[NH2:26][CH2:27][C:28]1[CH:33]=[C:32]([Cl:34])[CH:31]=[CH:30][C:29]=1[CH:35]1[CH2:38][CH2:37][N:36]1[C:39]([O:41][CH2:42][C:43]([Cl:46])([Cl:45])[Cl:44])=[O:40].C(Cl)CCl.C1C=NC2N(O)N=NC=2C=1, predict the reaction product. The product is: [Cl:34][C:32]1[CH:31]=[CH:30][C:29]([CH:35]2[CH2:38][CH2:37][N:36]2[C:39]([O:41][CH2:42][C:43]([Cl:45])([Cl:46])[Cl:44])=[O:40])=[C:28]([CH2:27][NH:26][C:20](=[O:21])[C@@H:19]2[CH2:23][CH2:24][CH2:25][NH:18]2)[CH:33]=1. (4) Given the reactants [Cl:1][C:2]1[C:7]([O:8]C)=[CH:6][C:5]([NH:10][C:11]2[C:20]3[C:15](=[CH:16][C:17]([O:23][CH2:24][CH:25]4[CH2:30][CH2:29][CH2:28][CH2:27][O:26]4)=[C:18]([O:21][CH3:22])[CH:19]=3)[N:14]=[CH:13][N:12]=2)=[C:4]([O:31]C)[CH:3]=1.O=[N+]([O-])[O-].[O-][N+](=O)[O-].[O-][N+](=O)[O-].[O-][N+](=O)[O-].[O-][N+](=O)[O-].[O-][N+](=O)[O-].[Ce+4].[NH4+].[NH4+], predict the reaction product. The product is: [Cl:1][C:2]1[C:7]([CH:6]=[C:5]([NH:10][C:11]2[C:20]3[C:15](=[CH:16][C:17]([O:23][CH2:24][CH:25]4[CH2:30][CH2:29][CH2:28][CH2:27][O:26]4)=[C:18]([O:21][CH3:22])[CH:19]=3)[N:14]=[CH:13][N:12]=2)[C:4](=[O:31])[CH:3]=1)=[O:8]. (5) Given the reactants [F:1][C:2]1[C:3]([O:19][C:20]2[CH:21]=[C:22]([CH:25]=[CH:26][C:27]=2[O:28][CH2:29][C:30]2[CH:35]=[CH:34][CH:33]=[CH:32][CH:31]=2)[C:23]#[N:24])=[N:4][C:5](F)=[C:6]([F:17])[C:7]=1[O:8][CH2:9][CH:10]1[CH2:14][O:13][C:12]([CH3:16])([CH3:15])[O:11]1.C([O-])([O-])=O.[Cs+].[Cs+].[OH:42][C:43]1[CH:44]=[C:45]([C:49]2[N:50]([CH3:54])[CH2:51][CH2:52][N:53]=2)[CH:46]=[CH:47][CH:48]=1, predict the reaction product. The product is: [F:1][C:2]1[C:3]([O:19][C:20]2[CH:21]=[C:22]([CH:25]=[CH:26][C:27]=2[O:28][CH2:29][C:30]2[CH:31]=[CH:32][CH:33]=[CH:34][CH:35]=2)[C:23]#[N:24])=[N:4][C:5]([O:42][C:43]2[CH:48]=[CH:47][CH:46]=[C:45]([C:49]3[N:50]([CH3:54])[CH2:51][CH2:52][N:53]=3)[CH:44]=2)=[C:6]([F:17])[C:7]=1[O:8][CH2:9][CH:10]1[CH2:14][O:13][C:12]([CH3:16])([CH3:15])[O:11]1.